From a dataset of Experimentally validated miRNA-target interactions with 360,000+ pairs, plus equal number of negative samples. Binary Classification. Given a miRNA mature sequence and a target amino acid sequence, predict their likelihood of interaction. (1) The miRNA is mmu-miR-125b-5p with sequence UCCCUGAGACCCUAACUUGUGA. The protein sequence of the target gene is MAAGRPVRGPELAPRRLLQLLLLVLLGGPGRGAALSGNVTGPGPHSASGSSRRDVPVTSPPPPLLSHCGRAAHCEPLRYNVCLGSALPYGATTTLLAGDSDSQEEAHGKLVLWSGLRNAPRCWAVIQPLLCAVYMPKCENDRVELPSRTLCQATRGPCAIVERERGWPDFLRCTPDHFPEGCPNEVQNIKFNSSGQCEAPLVRTDNPKSWYEDVEGCGIQCQNPLFTEAEHQDMHSYIAAFGAVTGLCTLFTLATFVADWRNSNRYPAVILFYVNACFFVGSIGWLAQFMDGARREIVCR.... Result: 1 (interaction). (2) The protein sequence of the target gene is MANSTGKAPPDERRKGLAFLDELRQFHHSRGSPFKKIPAVGGKELDLHGLYTRVTTLGGFAKVSEKNQWGEIVEEFNFPRSCSNAAFALKQYYLRYLEKYEKVHHFGEDDDEVPPGNPKPQLPIGAIPSSYNYQQHSVSDYLRQSYGLSMDFNSPNDYNKLVLSLLSGLPNEVDFAINVCTLLSNESKHVMQLEKDPKIITLLLANAGVFDDTLGSFSTVFGEEWKEKTDRDFVKFWKDIVDDNEVRDLISDRNKSHEGTSGEWIWESLFHPPRKLGINDIEGQRVLQIAVILRNLSFEE.... Result: 1 (interaction). The miRNA is hsa-miR-6875-3p with sequence AUUCUUCCUGCCCUGGCUCCAU.